This data is from HIV replication inhibition screening data with 41,000+ compounds from the AIDS Antiviral Screen. The task is: Binary Classification. Given a drug SMILES string, predict its activity (active/inactive) in a high-throughput screening assay against a specified biological target. (1) The result is 0 (inactive). The compound is O=C1NC2(CN3CCC2CC3)C(=O)N1CN(Cc1ccccc1)c1ccccc1. (2) The molecule is COc1ccc(N=C2C(=Nc3ccc(OC)cc3)N(S(=O)(=O)c3ccccc3)C(=S)N2c2ccc(OC)cc2)cc1. The result is 0 (inactive).